Regression. Given a peptide amino acid sequence and an MHC pseudo amino acid sequence, predict their binding affinity value. This is MHC class I binding data. From a dataset of Peptide-MHC class I binding affinity with 185,985 pairs from IEDB/IMGT. (1) The binding affinity (normalized) is 0.0865. The peptide sequence is IVTRIVELL. The MHC is HLA-A03:01 with pseudo-sequence HLA-A03:01. (2) The peptide sequence is HFIYHKREK. The MHC is HLA-B27:03 with pseudo-sequence HLA-B27:03. The binding affinity (normalized) is 0.0847. (3) The peptide sequence is TVAPPAPVY. The MHC is HLA-B46:01 with pseudo-sequence HLA-B46:01. The binding affinity (normalized) is 0.0847. (4) The peptide sequence is IWYMWLGARF. The MHC is HLA-A24:02 with pseudo-sequence HLA-A24:02. The binding affinity (normalized) is 0.832.